Dataset: Catalyst prediction with 721,799 reactions and 888 catalyst types from USPTO. Task: Predict which catalyst facilitates the given reaction. (1) Product: [CH:7]([N:10]1[CH2:15][CH2:14][CH:13]([CH2:16][OH:17])[CH2:12][CH2:11]1)([CH3:9])[CH3:8]. Reactant: [H-].[Al+3].[Li+].[H-].[H-].[H-].[CH:7]([N:10]1[CH2:15][CH2:14][CH:13]([C:16](OCC)=[O:17])[CH2:12][CH2:11]1)([CH3:9])[CH3:8].[OH-].[Na+].C(=O)([O-])[O-].[K+].[K+]. The catalyst class is: 30. (2) Reactant: [O:1]=[C:2]1[C:7]([CH2:8][C:9]2[CH:14]=[CH:13][C:12]([C:15]3[C:16]([C:21]#[N:22])=[CH:17][CH:18]=[CH:19][CH:20]=3)=[CH:11][CH:10]=2)=[C:6]([CH2:23][CH2:24][CH3:25])[N:5]2[N:26]=[CH:27][N:28]=[C:4]2[NH:3]1.Br[CH2:30][C:31]1[CH:40]=[CH:39][C:34]([C:35]([O:37][CH3:38])=[O:36])=[CH:33][CH:32]=1.C(=O)([O-])[O-].[K+].[K+].CN(C)C=O. Product: [C:21]([C:16]1[CH:17]=[CH:18][CH:19]=[CH:20][C:15]=1[C:12]1[CH:11]=[CH:10][C:9]([CH2:8][C:7]2[C:2](=[O:1])[N:3]([CH2:30][C:31]3[CH:40]=[CH:39][C:34]([C:35]([O:37][CH3:38])=[O:36])=[CH:33][CH:32]=3)[C:4]3[N:5]([N:26]=[CH:27][N:28]=3)[C:6]=2[CH2:23][CH2:24][CH3:25])=[CH:14][CH:13]=1)#[N:22]. The catalyst class is: 13. (3) Reactant: [Cl-].[Al+3].[Cl-].[Cl-].[C:5](Cl)(=[O:7])[CH3:6].[O:9]1[C:18]2[C:13](=[CH:14][CH:15]=[CH:16][CH:17]=2)[CH2:12][CH2:11][C@@H:10]1[CH2:19][N:20]([CH2:31][CH2:32][CH2:33][CH2:34][N:35]1[C:39](=[O:40])[C:38]2[CH:41]=[CH:42][CH:43]=[CH:44][C:37]=2[S:36]1(=[O:46])=[O:45])[C:21](=[O:30])[O:22][CH2:23][C:24]1[CH:29]=[CH:28][CH:27]=[CH:26][CH:25]=1. Product: [C:5]([C:15]1[CH:14]=[C:13]2[C:18](=[CH:17][CH:16]=1)[O:9][C@@H:10]([CH2:19][N:20]([CH2:31][CH2:32][CH2:33][CH2:34][N:35]1[C:39](=[O:40])[C:38]3[CH:41]=[CH:42][CH:43]=[CH:44][C:37]=3[S:36]1(=[O:46])=[O:45])[C:21](=[O:30])[O:22][CH2:23][C:24]1[CH:29]=[CH:28][CH:27]=[CH:26][CH:25]=1)[CH2:11][CH2:12]2)(=[O:7])[CH3:6]. The catalyst class is: 26. (4) The catalyst class is: 94. Product: [NH2:20][C:13]1[CH:14]=[CH:15][C:16]([O:18][CH3:19])=[CH:17][C:12]=1[C:10]([C:7]1[CH:8]=[CH:9][C:4]([CH:1]([CH3:3])[CH3:2])=[CH:5][CH:6]=1)=[O:11]. Reactant: [CH:1]([C:4]1[CH:9]=[CH:8][C:7]([C:10]([C:12]2[CH:17]=[C:16]([O:18][CH3:19])[CH:15]=[CH:14][C:13]=2[N+:20]([O-])=O)=[O:11])=[CH:6][CH:5]=1)([CH3:3])[CH3:2].